Dataset: Forward reaction prediction with 1.9M reactions from USPTO patents (1976-2016). Task: Predict the product of the given reaction. Given the reactants [CH3:1][O:2][N:3]([CH3:17])[C:4]([C:6]1([C:13]([F:16])([F:15])[F:14])[CH2:11][CH2:10][C:9](=[O:12])[CH2:8][CH2:7]1)=[O:5].[BH4-].[Na+].O.Cl, predict the reaction product. The product is: [CH3:1][O:2][N:3]([CH3:17])[C:4]([C:6]1([C:13]([F:14])([F:15])[F:16])[CH2:11][CH2:10][CH:9]([OH:12])[CH2:8][CH2:7]1)=[O:5].